Dataset: Reaction yield outcomes from USPTO patents with 853,638 reactions. Task: Predict the reaction yield, written as a fraction of the theoretical maximum amount of product (1.0 means a 100% yield; for example, 0.34 means a 34% yield). The reactants are [CH3:1][O:2][C:3]1[N:8]=[C:7]([C:9]([F:12])([F:11])[F:10])[C:6]([N+:13]([O-])=O)=[CH:5][CH:4]=1.O.O.[Sn](Cl)Cl.[OH-].[Na+].C(OCC)(=O)C. The catalyst is C(O)C. The product is [CH3:1][O:2][C:3]1[N:8]=[C:7]([C:9]([F:10])([F:11])[F:12])[C:6]([NH2:13])=[CH:5][CH:4]=1. The yield is 0.710.